Dataset: Full USPTO retrosynthesis dataset with 1.9M reactions from patents (1976-2016). Task: Predict the reactants needed to synthesize the given product. (1) Given the product [Br:1][C:2]1[C:3]([CH3:10])=[N:4][C:5]([O:9][CH:12]([F:17])[F:16])=[N:6][C:7]=1[CH3:8], predict the reactants needed to synthesize it. The reactants are: [Br:1][C:2]1[C:3]([CH3:10])=[N:4][C:5]([OH:9])=[N:6][C:7]=1[CH3:8].Cl[C:12]([F:17])([F:16])C([O-])=O.[Na+].C(=O)([O-])[O-].[K+].[K+].CN(C)C=O. (2) Given the product [CH2:1]([O:5][CH2:6][CH2:7][O:8][C:9]1[CH:14]=[CH:13][C:12]([C:15]2[CH:26]=[N:25][C:24]3[N:23]4[CH2:27][CH2:28][CH2:29][CH:22]4[CH2:21][CH2:20][C:19]([C:30]([OH:32])=[O:31])=[CH:18][C:17]=3[CH:16]=2)=[CH:11][CH:10]=1)[CH2:2][CH2:3][CH3:4], predict the reactants needed to synthesize it. The reactants are: [CH2:1]([O:5][CH2:6][CH2:7][O:8][C:9]1[CH:14]=[CH:13][C:12]([C:15]2[CH:26]=[N:25][C:24]3[N:23]4[CH2:27][CH2:28][CH2:29][CH:22]4[CH2:21][CH2:20][C:19]([C:30]([O:32]C)=[O:31])=[CH:18][C:17]=3[CH:16]=2)=[CH:11][CH:10]=1)[CH2:2][CH2:3][CH3:4].[OH-].[Na+]. (3) Given the product [Br:1][C:2]1[CH:3]=[CH:4][C:5]([C:8]2[CH:16]=[CH:15][CH:14]=[C:13]3[C:9]=2[C:10](=[CH:34][C:20]2[NH:21][C:22]([CH3:33])=[C:23]([C:24]([N:26]4[CH2:27][CH2:28][N:29]([CH3:32])[CH2:30][CH2:31]4)=[O:25])[C:19]=2[CH3:18])[C:11](=[O:17])[NH:12]3)=[CH:6][CH:7]=1, predict the reactants needed to synthesize it. The reactants are: [Br:1][C:2]1[CH:7]=[CH:6][C:5]([C:8]2[CH:16]=[CH:15][CH:14]=[C:13]3[C:9]=2[CH2:10][C:11](=[O:17])[NH:12]3)=[CH:4][CH:3]=1.[CH3:18][C:19]1[C:23]([C:24]([N:26]2[CH2:31][CH2:30][N:29]([CH3:32])[CH2:28][CH2:27]2)=[O:25])=[C:22]([CH3:33])[NH:21][C:20]=1[CH:34]=O. (4) Given the product [CH3:20][N:10]1[C:11](=[O:13])[CH:12]=[C:7]([N:1]2[CH2:2][CH2:3][O:4][CH2:5][CH2:6]2)[N:8]=[C:9]1[CH2:14][C:15]([O:17][CH2:18][CH3:19])=[O:16], predict the reactants needed to synthesize it. The reactants are: [N:1]1([C:7]2[N:8]=[C:9]([CH2:14][C:15]([O:17][CH2:18][CH3:19])=[O:16])[NH:10][C:11](=[O:13])[CH:12]=2)[CH2:6][CH2:5][O:4][CH2:3][CH2:2]1.[C:20](=O)([O-])[O-].[K+].[K+].CI. (5) Given the product [F:4][C:3]([F:6])([F:5])[C:1]([OH:7])=[O:2].[NH:15]1[CH2:19][CH2:18][C:17]([C:20]2[CH:21]=[CH:22][C:23]([NH:26][C:27]([NH:29][CH3:30])=[O:28])=[CH:24][CH:25]=2)=[N:16]1, predict the reactants needed to synthesize it. The reactants are: [C:1]([OH:7])([C:3]([F:6])([F:5])[F:4])=[O:2].C(OC([N:15]1[CH2:19][CH2:18][C:17]([C:20]2[CH:25]=[CH:24][C:23]([NH:26][C:27]([NH:29][CH3:30])=[O:28])=[CH:22][CH:21]=2)=[N:16]1)=O)(C)(C)C. (6) Given the product [C:11]([O:10][C:8]([N:5]1[CH2:6][CH2:7][C@H:3]([CH2:2][NH:1][C:21]([C:19]2[S:20][C:16]([Br:15])=[C:17]([CH3:24])[CH:18]=2)=[O:22])[CH2:4]1)=[O:9])([CH3:14])([CH3:13])[CH3:12], predict the reactants needed to synthesize it. The reactants are: [NH2:1][CH2:2][C@H:3]1[CH2:7][CH2:6][N:5]([C:8]([O:10][C:11]([CH3:14])([CH3:13])[CH3:12])=[O:9])[CH2:4]1.[Br:15][C:16]1[S:20][C:19]([C:21](O)=[O:22])=[CH:18][C:17]=1[CH3:24].